Dataset: Forward reaction prediction with 1.9M reactions from USPTO patents (1976-2016). Task: Predict the product of the given reaction. (1) The product is: [C:1]([C:5]1[CH:10]=[CH:9][C:8]([N:11]2[C:15](=[O:16])[C:14]([CH3:18])([CH3:17])[N:13]([CH2:19][C:20]3[CH:25]=[CH:24][N:23]=[C:22]([NH:28][C:27]([NH2:31])=[O:26])[CH:21]=3)[C:12]2=[O:30])=[CH:7][CH:6]=1)([CH3:4])([CH3:3])[CH3:2]. Given the reactants [C:1]([C:5]1[CH:10]=[CH:9][C:8]([N:11]2[C:15](=[O:16])[C:14]([CH3:18])([CH3:17])[N:13]([CH2:19][C:20]3[CH:25]=[CH:24][N:23]4[O:26][C:27](=S)[N:28]=[C:22]4[CH:21]=3)[C:12]2=[O:30])=[CH:7][CH:6]=1)([CH3:4])([CH3:3])[CH3:2].[NH3:31], predict the reaction product. (2) The product is: [NH2:1][C:2]1[C:11]([NH2:12])=[C:10]2[C:5]([C:6](=[O:25])[C:7]([C:18]3[CH:19]=[CH:20][C:21]([Cl:24])=[CH:22][CH:23]=3)=[C:8]([CH:15]([CH3:16])[CH3:17])[O:9]2)=[CH:4][CH:3]=1. Given the reactants [NH2:1][C:2]1[C:11]([N+:12]([O-])=O)=[C:10]2[C:5]([C:6](=[O:25])[C:7]([C:18]3[CH:23]=[CH:22][C:21]([Cl:24])=[CH:20][CH:19]=3)=[C:8]([CH:15]([CH3:17])[CH3:16])[O:9]2)=[CH:4][CH:3]=1.Cl, predict the reaction product. (3) Given the reactants [O:1]=[C:2]([NH:9][C:10]1[CH:15]=[CH:14][C:13]([CH2:16][O:17][CH2:18][C:19]2[CH:24]=[CH:23][C:22]([C:25]3[CH:30]=[CH:29][CH:28]=[CH:27][CH:26]=3)=[CH:21][CH:20]=2)=[CH:12][N:11]=1)[CH2:3][CH2:4][C:5]([O:7]C)=[O:6].[OH-].[Na+].Cl, predict the reaction product. The product is: [O:1]=[C:2]([NH:9][C:10]1[CH:15]=[CH:14][C:13]([CH2:16][O:17][CH2:18][C:19]2[CH:20]=[CH:21][C:22]([C:25]3[CH:30]=[CH:29][CH:28]=[CH:27][CH:26]=3)=[CH:23][CH:24]=2)=[CH:12][N:11]=1)[CH2:3][CH2:4][C:5]([OH:7])=[O:6]. (4) Given the reactants [Br:1][C:2]1[CH:11]=[CH:10][C:9]2[N:8]=[CH:7][C:6]3[NH:12][C:13](=[O:26])[N:14]([C:15]4[CH:20]=[CH:19][C:18]([C:21]([CH3:25])([CH3:24])[C:22]#[N:23])=[CH:17][CH:16]=4)[C:5]=3[C:4]=2[CH:3]=1.C(N(CC)CC)C.[F:34][C:35]1[CH:36]=[C:37]([S:41](Cl)(=[O:43])=[O:42])[CH:38]=[CH:39][CH:40]=1.O, predict the reaction product. The product is: [Br:1][C:2]1[CH:11]=[CH:10][C:9]2[N:8]=[CH:7][C:6]3[N:12]([S:41]([C:37]4[CH:38]=[CH:39][CH:40]=[C:35]([F:34])[CH:36]=4)(=[O:43])=[O:42])[C:13](=[O:26])[N:14]([C:15]4[CH:20]=[CH:19][C:18]([C:21]([CH3:24])([CH3:25])[C:22]#[N:23])=[CH:17][CH:16]=4)[C:5]=3[C:4]=2[CH:3]=1. (5) The product is: [N:15]1[CH:14]=[N:13][N:11]2[CH:12]=[C:7]([C:6]3[N:5]([C:16]4[CH:17]=[C:18]([CH3:22])[CH:19]=[CH:20][CH:21]=4)[C:4](=[O:23])[N:3]([CH2:36][C:37]4[CH:41]=[C:40]([CH3:42])[O:39][N:38]=4)[C:2]=3[CH3:1])[CH:8]=[CH:9][C:10]=12. Given the reactants [CH3:1][C:2]1[NH:3][C:4](=[O:23])[N:5]([C:16]2[CH:17]=[C:18]([CH3:22])[CH:19]=[CH:20][CH:21]=2)[C:6]=1[C:7]1[CH:8]=[CH:9][C:10]2[N:11]([N:13]=[CH:14][N:15]=2)[CH:12]=1.CN(C)C=O.CC(C)([O-])C.[K+].Br[CH2:36][C:37]1[CH:41]=[C:40]([CH3:42])[O:39][N:38]=1, predict the reaction product. (6) Given the reactants [C:1]([O:5][C:6]([NH:8][S:9]([NH:12][C:13]1[CH:14]=[C:15]([CH:32]=[CH:33][CH:34]=1)[CH2:16][N:17](C(=O)C(F)(F)F)[CH2:18][C:19]([O:21][C:22]([CH3:25])([CH3:24])[CH3:23])=[O:20])(=[O:11])=[O:10])=[O:7])([CH3:4])([CH3:3])[CH3:2].C(=O)([O-])[O-].[K+].[K+], predict the reaction product. The product is: [C:1]([O:5][C:6]([NH:8][S:9]([NH:12][C:13]1[CH:14]=[C:15]([CH:32]=[CH:33][CH:34]=1)[CH2:16][NH:17][CH2:18][C:19]([O:21][C:22]([CH3:25])([CH3:24])[CH3:23])=[O:20])(=[O:10])=[O:11])=[O:7])([CH3:4])([CH3:2])[CH3:3]. (7) Given the reactants [CH:1]([C:4]1[C:13]2[C:8](=[CH:9][C:10]([O:27][CH3:28])=[C:11](/[C:14](/[CH3:26])=[CH:15]\[CH:16]=[CH:17]\[C:18](\[CH3:25])=[CH:19]\[C:20]([O:22]CC)=[O:21])[CH:12]=2)[O:7][C:6]([CH3:30])([CH3:29])[CH:5]=1)([CH3:3])[CH3:2].[OH-].[Na+], predict the reaction product. The product is: [CH:1]([C:4]1[C:13]2[C:8](=[CH:9][C:10]([O:27][CH3:28])=[C:11](/[C:14](/[CH3:26])=[CH:15]\[CH:16]=[CH:17]\[C:18](\[CH3:25])=[CH:19]\[C:20]([OH:22])=[O:21])[CH:12]=2)[O:7][C:6]([CH3:30])([CH3:29])[CH:5]=1)([CH3:3])[CH3:2]. (8) Given the reactants NCC1CCNCC1.[NH2:9][CH2:10][CH:11]1[CH2:16][CH2:15][N:14]([C:17]([O:19][C:20]([CH3:23])([CH3:22])[CH3:21])=[O:18])[CH2:13][CH2:12]1.C(OCC)(=O)C.[ClH:30], predict the reaction product. The product is: [ClH:30].[NH2:9][CH2:10][CH:11]1[CH2:16][CH2:15][N:14]([C:17]([O:19][C:20]([CH3:23])([CH3:22])[CH3:21])=[O:18])[CH2:13][CH2:12]1.